This data is from Full USPTO retrosynthesis dataset with 1.9M reactions from patents (1976-2016). The task is: Predict the reactants needed to synthesize the given product. (1) Given the product [NH:21]1[CH2:22][CH2:23][CH2:24][C@H:20]1[C:18]1[NH:19][C:15]([C:12]2[CH:13]=[CH:14][C:9]([OH:8])=[CH:10][CH:11]=2)=[CH:16][N:17]=1, predict the reactants needed to synthesize it. The reactants are: C([O:8][C:9]1[CH:14]=[CH:13][C:12]([C:15]2[NH:19][C:18]([C@@H:20]3[CH2:24][CH2:23][CH2:22][N:21]3C(OC(C)(C)C)=O)=[N:17][CH:16]=2)=[CH:11][CH:10]=1)C1C=CC=CC=1. (2) The reactants are: Br[C:2]1[C:10]2[O:9][C:8]([NH:11][C:12]3[CH:17]=[CH:16][C:15]([C:18]4[C:26]5[C:25]([NH2:27])=[N:24][CH:23]=[N:22][C:21]=5[N:20]([C@H:28]5[CH2:33][CH2:32][C@@H:31]([N:34]6[CH2:39][CH2:38][N:37]([CH3:40])[CH2:36][CH2:35]6)[CH2:30][CH2:29]5)[CH:19]=4)=[CH:14][C:13]=3[F:41])=[N:7][C:6]=2[CH:5]=[C:4]([CH3:42])[CH:3]=1.[CH:43]1(P(C2CCCCC2)C2C=CC=CC=2C2C=CC=CC=2)CCCC[CH2:44]1.C(=O)([O-])[O-].[Na+].[Na+].C(B(CC)CC)C. Given the product [CH2:43]([C:2]1[C:10]2[O:9][C:8]([NH:11][C:12]3[CH:17]=[CH:16][C:15]([C:18]4[C:26]5[C:25]([NH2:27])=[N:24][CH:23]=[N:22][C:21]=5[N:20]([C@H:28]5[CH2:33][CH2:32][C@@H:31]([N:34]6[CH2:35][CH2:36][N:37]([CH3:40])[CH2:38][CH2:39]6)[CH2:30][CH2:29]5)[CH:19]=4)=[CH:14][C:13]=3[F:41])=[N:7][C:6]=2[CH:5]=[C:4]([CH3:42])[CH:3]=1)[CH3:44], predict the reactants needed to synthesize it. (3) Given the product [CH3:1][N:2]([C:3]1[CH:8]=[CH:7][CH:6]=[CH:5][CH:4]=1)[C:17]1[CH:18]=[CH:19][C:20]2[C:25](=[CH:24][CH:23]=[CH:22][CH:21]=2)[CH:16]=1, predict the reactants needed to synthesize it. The reactants are: [CH3:1][N:2](C)[C:3]1[CH:8]=[CH:7][CH:6]=[CH:5][CH:4]=1.FC(F)(F)S(O[C:16]1[C:25]2[C:20](=[CH:21][CH:22]=[CH:23][CH:24]=2)[CH:19]=[CH:18][C:17]=1[Si](C)(C)C)(=O)=O.[F-].[K+].C1OCCOCCOCCOCCOCCOC1.